Dataset: Reaction yield outcomes from USPTO patents with 853,638 reactions. Task: Predict the reaction yield, written as a fraction of the theoretical maximum amount of product (1.0 means a 100% yield; for example, 0.34 means a 34% yield). (1) The reactants are ClC(Cl)(Cl)[C:3]([C:5]1[N:6]([CH3:12])[C:7]([Br:11])=[C:8]([Br:10])[CH:9]=1)=[O:4].[C:15](=O)([O-])[O-:16].[K+].[K+]. The catalyst is CO. The product is [CH3:15][O:16][C:3]([C:5]1[N:6]([CH3:12])[C:7]([Br:11])=[C:8]([Br:10])[CH:9]=1)=[O:4]. The yield is 0.920. (2) The reactants are [CH2:1]([N:8]1[CH2:14][C:13]2[N:15]=[CH:16][C:17](Cl)=[N:18][C:12]=2[O:11][CH2:10][CH2:9]1)[C:2]1[CH:7]=[CH:6][CH:5]=[CH:4][CH:3]=1.[CH3:20][CH:21]([SH:23])[CH3:22].C(=O)([O-])[O-].[K+].[K+].O. The catalyst is CN(C=O)C. The product is [CH2:1]([N:8]1[CH2:14][C:13]2[N:15]=[CH:16][C:17]([S:23][CH:21]([CH3:22])[CH3:20])=[N:18][C:12]=2[O:11][CH2:10][CH2:9]1)[C:2]1[CH:7]=[CH:6][CH:5]=[CH:4][CH:3]=1. The yield is 0.320. (3) The reactants are [CH3:1][Li].[Br:3][C:4]1[CH:5]=[CH:6][C:7]2[CH2:13][CH2:12][CH2:11][C:10]([C:14]([O:16][CH3:17])=[O:15])=[C:9](OS(C(F)(F)F)(=O)=O)[C:8]=2[CH:26]=1. The catalyst is C(OCC)C.[Cu]I. The product is [Br:3][C:4]1[CH:5]=[CH:6][C:7]2[CH2:13][CH2:12][CH2:11][C:10]([C:14]([O:16][CH3:17])=[O:15])=[C:9]([CH3:1])[C:8]=2[CH:26]=1. The yield is 1.06. (4) The catalyst is CO.O1CCOCC1. The product is [F:1][C:2]1[CH:3]=[C:4]([C:12]([C:22]2[CH:27]=[CH:26][C:25]([F:28])=[CH:24][CH:23]=2)([NH2:20])[CH2:13][C:14]2[CH:15]=[CH:16][CH:17]=[CH:18][CH:19]=2)[CH:5]=[C:6]([C:8]([F:10])([F:11])[F:9])[CH:7]=1. The reactants are [F:1][C:2]1[CH:7]=[C:6]([C:8]([F:11])([F:10])[F:9])[CH:5]=[C:4]([C:12]([C:22]2[CH:27]=[CH:26][C:25]([F:28])=[CH:24][CH:23]=2)([N+:20]#[C-])[CH2:13][C:14]2[CH:19]=[CH:18][CH:17]=[CH:16][CH:15]=2)[CH:3]=1.Cl. The yield is 0.970. (5) The reactants are [CH3:1][C:2]1[C:6]2[CH:7]=[CH:8][CH:9]=[CH:10][C:5]=2[O:4][C:3]=1[C:11]([OH:13])=O.[CH3:14][C:15]1([CH3:29])[C:19]([CH3:21])([CH3:20])[O:18][B:17]([C:22]2[CH:27]=[CH:26][C:25]([NH2:28])=[CH:24][CH:23]=2)[O:16]1. No catalyst specified. The product is [CH3:20][C:19]1([CH3:21])[C:15]([CH3:14])([CH3:29])[O:16][B:17]([C:22]2[CH:27]=[CH:26][C:25]([NH:28][C:11]([C:3]3[O:4][C:5]4[CH:10]=[CH:9][CH:8]=[CH:7][C:6]=4[C:2]=3[CH3:1])=[O:13])=[CH:24][CH:23]=2)[O:18]1. The yield is 0.550.